Dataset: NCI-60 drug combinations with 297,098 pairs across 59 cell lines. Task: Regression. Given two drug SMILES strings and cell line genomic features, predict the synergy score measuring deviation from expected non-interaction effect. (1) Drug 1: C1=C(C(=O)NC(=O)N1)F. Drug 2: CCC1(C2=C(COC1=O)C(=O)N3CC4=CC5=C(C=CC(=C5CN(C)C)O)N=C4C3=C2)O.Cl. Cell line: A549. Synergy scores: CSS=52.4, Synergy_ZIP=2.01, Synergy_Bliss=-1.12, Synergy_Loewe=1.74, Synergy_HSA=2.10. (2) Drug 1: CC=C1C(=O)NC(C(=O)OC2CC(=O)NC(C(=O)NC(CSSCCC=C2)C(=O)N1)C(C)C)C(C)C. Drug 2: C(CCl)NC(=O)N(CCCl)N=O. Cell line: CCRF-CEM. Synergy scores: CSS=37.9, Synergy_ZIP=-0.400, Synergy_Bliss=0.403, Synergy_Loewe=-60.1, Synergy_HSA=-0.912. (3) Synergy scores: CSS=9.64, Synergy_ZIP=-1.67, Synergy_Bliss=7.26, Synergy_Loewe=3.70, Synergy_HSA=2.49. Drug 2: C1=NNC2=C1C(=O)NC=N2. Drug 1: C(CC(=O)O)C(=O)CN.Cl. Cell line: OVCAR3. (4) Drug 1: C1=C(C(=O)NC(=O)N1)N(CCCl)CCCl. Drug 2: CCC(=C(C1=CC=CC=C1)C2=CC=C(C=C2)OCCN(C)C)C3=CC=CC=C3.C(C(=O)O)C(CC(=O)O)(C(=O)O)O. Cell line: SNB-19. Synergy scores: CSS=9.83, Synergy_ZIP=-8.51, Synergy_Bliss=-6.74, Synergy_Loewe=-8.99, Synergy_HSA=-7.04. (5) Drug 1: CN1C2=C(C=C(C=C2)N(CCCl)CCCl)N=C1CCCC(=O)O.Cl. Drug 2: CC(C)(C#N)C1=CC(=CC(=C1)CN2C=NC=N2)C(C)(C)C#N. Cell line: SR. Synergy scores: CSS=-3.40, Synergy_ZIP=-2.40, Synergy_Bliss=-8.60, Synergy_Loewe=-8.33, Synergy_HSA=-7.46. (6) Drug 2: C1=CC=C(C=C1)NC(=O)CCCCCCC(=O)NO. Drug 1: CC(CN1CC(=O)NC(=O)C1)N2CC(=O)NC(=O)C2. Synergy scores: CSS=24.7, Synergy_ZIP=-0.708, Synergy_Bliss=5.30, Synergy_Loewe=6.55, Synergy_HSA=6.47. Cell line: NCI-H522. (7) Drug 1: C1CC(C1)(C(=O)O)C(=O)O.[NH2-].[NH2-].[Pt+2]. Drug 2: CC1C(C(CC(O1)OC2CC(OC(C2O)C)OC3=CC4=CC5=C(C(=O)C(C(C5)C(C(=O)C(C(C)O)O)OC)OC6CC(C(C(O6)C)O)OC7CC(C(C(O7)C)O)OC8CC(C(C(O8)C)O)(C)O)C(=C4C(=C3C)O)O)O)O. Cell line: HOP-92. Synergy scores: CSS=37.4, Synergy_ZIP=-1.73, Synergy_Bliss=0.584, Synergy_Loewe=-15.1, Synergy_HSA=0.624. (8) Drug 1: C1=CC(=CC=C1CC(C(=O)O)N)N(CCCl)CCCl.Cl. Synergy scores: CSS=22.4, Synergy_ZIP=0.0116, Synergy_Bliss=3.23, Synergy_Loewe=-0.249, Synergy_HSA=1.79. Cell line: BT-549. Drug 2: CNC(=O)C1=NC=CC(=C1)OC2=CC=C(C=C2)NC(=O)NC3=CC(=C(C=C3)Cl)C(F)(F)F. (9) Drug 1: CC1=CC2C(CCC3(C2CCC3(C(=O)C)OC(=O)C)C)C4(C1=CC(=O)CC4)C. Drug 2: CCC1(CC2CC(C3=C(CCN(C2)C1)C4=CC=CC=C4N3)(C5=C(C=C6C(=C5)C78CCN9C7C(C=CC9)(C(C(C8N6C)(C(=O)OC)O)OC(=O)C)CC)OC)C(=O)OC)O.OS(=O)(=O)O. Cell line: RXF 393. Synergy scores: CSS=44.9, Synergy_ZIP=10.0, Synergy_Bliss=10.5, Synergy_Loewe=-78.8, Synergy_HSA=6.83. (10) Drug 1: C1=C(C(=O)NC(=O)N1)N(CCCl)CCCl. Drug 2: C1C(C(OC1N2C=NC(=NC2=O)N)CO)O. Cell line: NCI-H226. Synergy scores: CSS=4.12, Synergy_ZIP=-4.12, Synergy_Bliss=-5.06, Synergy_Loewe=-9.17, Synergy_HSA=-8.23.